Dataset: Forward reaction prediction with 1.9M reactions from USPTO patents (1976-2016). Task: Predict the product of the given reaction. (1) Given the reactants [C:1]([OH:13])(=O)[C:2]1[CH:11]=[CH:10][C:9]2[C:4](=[CH:5][CH:6]=[CH:7][CH:8]=2)[N:3]=1.Cl.CN(C)CCCN=C=NCC.ON1C2C=CC=CC=2N=N1.[CH2:36]([CH2:38][NH2:39])[OH:37].CN1CCOCC1, predict the reaction product. The product is: [OH:37][CH2:36][CH2:38][NH:39][C:1]([C:2]1[CH:11]=[CH:10][C:9]2[C:4](=[CH:5][CH:6]=[CH:7][CH:8]=2)[N:3]=1)=[O:13]. (2) Given the reactants [O:1]([CH2:8][CH2:9]Br)[C:2]1[CH:7]=[CH:6][CH:5]=[CH:4][CH:3]=1.[NH:11]1[CH2:16][CH2:15][CH:14]([O:17][C:18]2[CH:19]=[C:20]3[C:25](=[CH:26][CH:27]=2)[C:24](=[O:28])[NH:23][CH:22]=[CH:21]3)[CH2:13][CH2:12]1.C(=O)([O-])[O-].[K+].[K+], predict the reaction product. The product is: [O:1]([CH2:8][CH2:9][N:11]1[CH2:12][CH2:13][CH:14]([O:17][C:18]2[CH:19]=[C:20]3[C:25](=[CH:26][CH:27]=2)[C:24](=[O:28])[NH:23][CH:22]=[CH:21]3)[CH2:15][CH2:16]1)[C:2]1[CH:7]=[CH:6][CH:5]=[CH:4][CH:3]=1. (3) Given the reactants [OH-].[K+].[C:3]([C:6]1[N:11]=[C:10]([C:12]2[CH:17]=[CH:16][C:15]([C:18]3[CH:23]=[CH:22][C:21]([CH2:24][C:25]([N:27]4[CH2:32][CH2:31][CH:30]([C:33]([O:35]CC)=[O:34])[CH2:29][CH2:28]4)=[O:26])=[CH:20][C:19]=3[Cl:38])=[CH:14][CH:13]=2)[C:9]([CH3:39])=[N:8][C:7]=1[CH3:40])(=[O:5])[NH2:4], predict the reaction product. The product is: [C:3]([C:6]1[N:11]=[C:10]([C:12]2[CH:13]=[CH:14][C:15]([C:18]3[CH:23]=[CH:22][C:21]([CH2:24][C:25]([N:27]4[CH2:28][CH2:29][CH:30]([C:33]([OH:35])=[O:34])[CH2:31][CH2:32]4)=[O:26])=[CH:20][C:19]=3[Cl:38])=[CH:16][CH:17]=2)[C:9]([CH3:39])=[N:8][C:7]=1[CH3:40])(=[O:5])[NH2:4]. (4) Given the reactants [S:1]1[C:5]([C:6]2[C:7]([O:16][CH3:17])=[CH:8][C:9]([O:14][CH3:15])=[C:10]([CH:13]=2)[CH:11]=O)=[CH:4][C:3]2[CH:18]=[CH:19][CH:20]=[CH:21][C:2]1=2.[C:22]([C:25]1[CH:33]=[CH:32][C:28]([C:29]([OH:31])=[O:30])=[CH:27][CH:26]=1)(=[O:24])[CH3:23].CO.O(C)[Li], predict the reaction product. The product is: [S:1]1[C:5]([C:6]2[C:7]([O:16][CH3:17])=[CH:8][C:9]([O:14][CH3:15])=[C:10](/[CH:11]=[CH:23]/[C:22]([C:25]3[CH:33]=[CH:32][C:28]([C:29]([OH:31])=[O:30])=[CH:27][CH:26]=3)=[O:24])[CH:13]=2)=[CH:4][C:3]2[CH:18]=[CH:19][CH:20]=[CH:21][C:2]1=2. (5) Given the reactants [O:1]=[S:2]1(=[O:49])[CH2:7][CH2:6][N:5]([CH2:8][CH2:9][NH:10][C@:11]23[CH2:45][CH2:44][C@@H:43]([C:46]([CH3:48])=[CH2:47])[C@@H:12]2[C@@H:13]2[C@@:26]([CH3:29])([CH2:27][CH2:28]3)[C@@:25]3([CH3:30])[C@@H:16]([C@:17]4([CH3:42])[C@@H:22]([CH2:23][CH2:24]3)[C:21]([CH3:32])([CH3:31])[C:20]([C:33]3[CH2:38][CH2:37][CH:36]([C:39]([OH:41])=[O:40])[CH2:35][CH:34]=3)=[CH:19][CH2:18]4)[CH2:15][CH2:14]2)[CH2:4][CH2:3]1.CO.[Si](C=[N+]=[N-])(C)(C)[CH3:53].C(O)(=O)C, predict the reaction product. The product is: [O:49]=[S:2]1(=[O:1])[CH2:7][CH2:6][N:5]([CH2:8][CH2:9][NH:10][C@:11]23[CH2:45][CH2:44][C@@H:43]([C:46]([CH3:48])=[CH2:47])[C@@H:12]2[C@@H:13]2[C@@:26]([CH3:29])([CH2:27][CH2:28]3)[C@@:25]3([CH3:30])[C@@H:16]([C@:17]4([CH3:42])[C@@H:22]([CH2:23][CH2:24]3)[C:21]([CH3:32])([CH3:31])[C:20]([C:33]3[CH2:38][CH2:37][CH:36]([C:39]([O:41][CH3:53])=[O:40])[CH2:35][CH:34]=3)=[CH:19][CH2:18]4)[CH2:15][CH2:14]2)[CH2:4][CH2:3]1. (6) Given the reactants Cl[C:2]1[CH:3]=[C:4]([CH:25]=[CH:26][CH:27]=1)[CH2:5][C@@H:6](/[CH:10]=[CH:11]/[C@H:12]([CH2:16][C:17]1[CH:22]=[CH:21][C:20]([O:23][CH3:24])=[CH:19][CH:18]=1)[C:13]([OH:15])=[O:14])[C:7]([OH:9])=[O:8].[H][H], predict the reaction product. The product is: [CH:4]1([CH2:5][C@@H:6]([CH2:10][CH2:11][C@H:12]([CH2:16][CH:17]2[CH2:18][CH2:19][CH:20]([O:23][CH3:24])[CH2:21][CH2:22]2)[C:13]([OH:15])=[O:14])[C:7]([OH:9])=[O:8])[CH2:25][CH2:26][CH2:27][CH2:2][CH2:3]1.